From a dataset of Catalyst prediction with 721,799 reactions and 888 catalyst types from USPTO. Predict which catalyst facilitates the given reaction. (1) Reactant: [N+:1]([C:4]1[CH:9]=[CH:8][CH:7]=[CH:6][C:5]=1[CH2:10][C:11](=[O:15])[C:12]([OH:14])=O)([O-:3])=[O:2].CCN=C=NCCCN(C)C.ON1C2C=CC=CC=2N=N1.[NH2:37][C:38]12[C:56](=[O:57])[C:55]3[C:50](=[CH:51][CH:52]=[CH:53][CH:54]=3)[C:39]1([OH:58])[O:40][C:41]1[CH:46]=[C:45]([CH:47]([CH3:49])[CH3:48])[CH:44]=[CH:43][C:42]=12. Product: [OH:58][C:39]12[C:50]3[C:55](=[CH:54][CH:53]=[CH:52][CH:51]=3)[C:56](=[O:57])[C:38]1([NH:37][C:12](=[O:14])[C:11](=[O:15])[CH2:10][C:5]1[CH:6]=[CH:7][CH:8]=[CH:9][C:4]=1[N+:1]([O-:3])=[O:2])[C:42]1[CH:43]=[CH:44][C:45]([CH:47]([CH3:49])[CH3:48])=[CH:46][C:41]=1[O:40]2. The catalyst class is: 735. (2) Reactant: [Cl:1][C:2]1[CH:7]=[CH:6][C:5]([OH:8])=[CH:4][C:3]=1[N+:9]([O-:11])=[O:10].C(P(CCCC)CCCC)CCC.[C:25]1([C:31](O)([CH3:33])[CH3:32])[CH:30]=[CH:29][CH:28]=[CH:27][CH:26]=1.N(C(N(C)C)=O)=NC(N(C)C)=O. Product: [Cl:1][C:2]1[CH:7]=[CH:6][C:5]([O:8][C:31]([CH3:33])([C:25]2[CH:30]=[CH:29][CH:28]=[CH:27][CH:26]=2)[CH3:32])=[CH:4][C:3]=1[N+:9]([O-:11])=[O:10]. The catalyst class is: 305. (3) Reactant: [F:1][C:2]([F:17])([F:16])[C:3]1[CH:15]=[CH:14][C:6]2[S:7][C:8]([C:10](OC)=[O:11])=[CH:9][C:5]=2[CH:4]=1.O.[NH2:19][NH2:20]. Product: [NH2:19][NH:20][C:10]([C:8]1[S:7][C:6]2[CH:14]=[CH:15][C:3]([C:2]([F:17])([F:16])[F:1])=[CH:4][C:5]=2[CH:9]=1)=[O:11]. The catalyst class is: 8. (4) Reactant: Br[CH:2]1[C:8](=[O:9])[CH2:7][CH2:6][CH2:5][CH2:4][C:3]1=O.[NH2:11][C:12]([NH2:14])=[S:13]. Product: [NH2:14][C:12]1[S:13][C:2]2[C:8](=[O:9])[CH2:7][CH2:6][CH2:5][CH2:4][C:3]=2[N:11]=1. The catalyst class is: 14. (5) Reactant: [CH3:1][C:2]1([C:7]2[C:11]3[CH2:12][N:13](C(OC(C)(C)C)=O)[CH2:14][CH2:15][C:10]=3[NH:9][N:8]=2)[CH2:6][CH2:5][CH2:4][CH2:3]1.Cl.O1CCOCC1. Product: [CH3:1][C:2]1([C:7]2[C:11]3[CH2:12][NH:13][CH2:14][CH2:15][C:10]=3[NH:9][N:8]=2)[CH2:3][CH2:4][CH2:5][CH2:6]1. The catalyst class is: 12. (6) The catalyst class is: 106. Product: [Cl:26][C:20]1[CH:21]=[CH:22][CH:23]=[C:24]([Cl:25])[C:19]=1[C:18]([NH:17][CH2:16][C:15]1[CH:28]=[CH:29][C:12]([C:10]2[CH:9]=[CH:8][NH:7][C:6](=[O:5])[CH:11]=2)=[CH:13][CH:14]=1)=[O:27]. Reactant: C([O:5][C:6]1[CH:11]=[C:10]([C:12]2[CH:29]=[CH:28][C:15]([CH2:16][NH:17][C:18](=[O:27])[C:19]3[C:24]([Cl:25])=[CH:23][CH:22]=[CH:21][C:20]=3[Cl:26])=[CH:14][CH:13]=2)[CH:9]=[CH:8][N:7]=1)(C)(C)C. (7) Reactant: [C:1]([O:5][C:6]([N:8]1CCC[C@@H:10]([N:14]2[C:18]3=NC=NC(N)=[C:17]3C(C(=O)NC3OC4C=CC=CC=4N=3)=N2)[CH2:9]1)=[O:7])([CH3:4])([CH3:3])[CH3:2].F[C:37](F)(F)[C:38]([OH:40])=[O:39]. Product: [C:1]([O:5][C:6]([NH:8][CH2:9][CH2:10][N:14]1[CH2:18][CH2:17][N:14]([CH2:18]/[CH:17]=[CH:37]/[C:38]([OH:40])=[O:39])[CH2:10][CH2:9]1)=[O:7])([CH3:2])([CH3:3])[CH3:4]. The catalyst class is: 22. (8) Reactant: [NH:1]1[CH:5]=[C:4]([C:6]([O:8][CH2:9][CH3:10])=[O:7])[CH:3]=[N:2]1.C([O-])([O-])=O.[K+].[K+].[CH3:17][O:18][C:19]1[CH:24]=[CH:23][C:22]([CH2:25]Cl)=[CH:21][CH:20]=1. Product: [CH3:17][O:18][C:19]1[CH:24]=[CH:23][C:22]([CH2:25][N:1]2[CH:5]=[C:4]([C:6]([O:8][CH2:9][CH3:10])=[O:7])[CH:3]=[N:2]2)=[CH:21][CH:20]=1. The catalyst class is: 23. (9) Reactant: COC(C1C=C(COC[C@@H:14]([NH:17][C:18](=[O:44])[C@H:19]([CH2:36][C:37]2[CH:42]=[CH:41][CH:40]=[C:39]([CH3:43])[CH:38]=2)[NH:20][C:21](=[O:35])[CH:22]([C:29]2[CH:34]=[CH:33][CH:32]=[CH:31][CH:30]=2)[C:23]2[CH:28]=[CH:27][CH:26]=[CH:25][CH:24]=2)[C:15]#[N:16])C=CC=1)=O.O.[OH:46]N1C2C=CC=CC=2N=N1.CN1CCOCC1.CN(C)CCCN=C=NCC.Cl.[C:75]([S:94][CH2:95][C@@H](C(N)=O)N)([C:88]1[CH:93]=[CH:92][CH:91]=[CH:90][CH:89]=1)([C:82]1[CH:87]=[CH:86][CH:85]=[CH:84][CH:83]=1)[C:76]1[CH:81]=[CH:80][CH:79]=[CH:78][CH:77]=1. Product: [CH3:43][C:39]1[CH:38]=[C:37]([CH:42]=[CH:41][CH:40]=1)[CH2:36][C@@H:19]([C:18]([NH:17][C:14](=[O:46])[C@H:15]([CH2:95][S:94][C:75]([C:76]1[CH:81]=[CH:80][CH:79]=[CH:78][CH:77]=1)([C:88]1[CH:89]=[CH:90][CH:91]=[CH:92][CH:93]=1)[C:82]1[CH:83]=[CH:84][CH:85]=[CH:86][CH:87]=1)[NH2:16])=[O:44])[NH:20][C:21](=[O:35])[CH:22]([C:29]1[CH:34]=[CH:33][CH:32]=[CH:31][CH:30]=1)[C:23]1[CH:24]=[CH:25][CH:26]=[CH:27][CH:28]=1. The catalyst class is: 2.